Dataset: Catalyst prediction with 721,799 reactions and 888 catalyst types from USPTO. Task: Predict which catalyst facilitates the given reaction. (1) Reactant: [NH:1]1[CH2:5][CH2:4][CH2:3][C@H:2]1[CH2:6][O:7][C:8]1[CH:9]=[C:10]([N:14]2[CH2:18][CH2:17][C@H:16]([CH2:19][CH2:20][CH2:21][OH:22])[CH2:15]2)[CH:11]=[N:12][CH:13]=1.[ClH:23]. Product: [ClH:23].[NH:1]1[CH2:5][CH2:4][CH2:3][C@H:2]1[CH2:6][O:7][C:8]1[CH:9]=[C:10]([N:14]2[CH2:18][CH2:17][C@H:16]([CH2:19][CH2:20][CH2:21][OH:22])[CH2:15]2)[CH:11]=[N:12][CH:13]=1. The catalyst class is: 5. (2) Reactant: [Cl:1][C:2]1[C:7]([N:8]2[CH2:13][CH2:12][N:11]([CH2:14][CH2:15][N:16]([CH3:26])[S:17]([C:20]3[CH:21]=[N:22][N:23]([CH3:25])[CH:24]=3)(=[O:19])=[O:18])[CH2:10][CH2:9]2)=[CH:6][CH:5]=[CH:4][N:3]=1.C(=O)([O-])[O-].[K+].[K+].[CH3:33][O:34][CH2:35][CH2:36]OC.O. Product: [ClH:1].[CH3:33][O:34][CH2:35][C:36]1[CH:2]=[CH:7][C:6]([C:2]2[C:7]([N:8]3[CH2:13][CH2:12][N:11]([CH2:14][CH2:15][N:16]([CH3:26])[S:17]([C:20]4[CH:21]=[N:22][N:23]([CH3:25])[CH:24]=4)(=[O:19])=[O:18])[CH2:10][CH2:9]3)=[CH:6][CH:5]=[CH:4][N:3]=2)=[CH:5][CH:4]=1. The catalyst class is: 492. (3) Reactant: [Br:1][C:2]1[CH:3]=[C:4]2[C:9](=[CH:10][CH:11]=1)[C:8](=[O:12])[NH:7][C:6](=[O:13])/[C:5]/2=[CH:14]/OC.Cl.[F:18][C:19]1[CH:20]=[C:21]([CH:24]=[CH:25][C:26]=1[O:27][CH3:28])[CH2:22][NH2:23].C(N(CC)CC)C. Product: [Br:1][C:2]1[CH:3]=[C:4]2[C:9](=[CH:10][CH:11]=1)[C:8](=[O:12])[NH:7][C:6](=[O:13])/[C:5]/2=[CH:14]\[NH:23][CH2:22][C:21]1[CH:24]=[CH:25][C:26]([O:27][CH3:28])=[C:19]([F:18])[CH:20]=1. The catalyst class is: 7. (4) Reactant: [CH2:1]([C:4]1[CH:13]=[C:12]([O:14][CH3:15])[C:7]([C:8]([O:10]C)=O)=[C:6]([CH:16]=[O:17])[CH:5]=1)[CH:2]=[CH2:3].[BH4-].[Na+]. Product: [CH2:1]([C:4]1[CH:13]=[C:12]([O:14][CH3:15])[C:7]2[C:8](=[O:10])[O:17][CH2:16][C:6]=2[CH:5]=1)[CH:2]=[CH2:3]. The catalyst class is: 191. (5) Reactant: [NH:1]1[CH2:6][CH2:5][O:4][CH2:3][CH2:2]1.[H-].[Na+].[Br:9][C:10]1[CH:11]=[C:12]2[C:17](=[CH:18][CH:19]=1)[N:16]=[C:15]([Cl:20])[C:14]([CH2:21]O)=[C:13]2[Cl:23]. Product: [Br:9][C:10]1[CH:11]=[C:12]2[C:17](=[CH:18][CH:19]=1)[N:16]=[C:15]([Cl:20])[C:14]([CH2:21][N:1]1[CH2:6][CH2:5][O:4][CH2:3][CH2:2]1)=[C:13]2[Cl:23]. The catalyst class is: 9. (6) Reactant: [C:1](#[N:8])[C:2]1[CH:7]=[CH:6][CH:5]=[CH:4][CH:3]=1.[NH2:9][OH:10]. Product: [OH:10][N:9]=[C:1]([NH2:8])[C:2]1[CH:7]=[CH:6][CH:5]=[CH:4][CH:3]=1. The catalyst class is: 14. (7) Reactant: [CH3:1][C:2]1[CH2:6][CH:5]=[C:4]([CH3:7])[CH:3]=1.[CH2:8]([C:10]1[CH2:14][CH:13]=[CH:12][CH:11]=1)[CH3:9].O.[Ru:16](Cl)(Cl)Cl. Product: [CH3:7][C:4]1([Ru:16][C:10]2([CH2:8][CH3:9])[CH:14]=[CH:13][CH:12]=[CH:11]2)[CH:5]=[CH:6][C:2]([CH3:1])=[CH:3]1. The catalyst class is: 490. (8) Reactant: CS(O[CH2:6][C:7]1[CH:25]=[C:10]2[C:11](=[O:24])[N:12]([CH2:15][C:16]3[CH:21]=[CH:20][C:19]([O:22][CH3:23])=[CH:18][CH:17]=3)[CH2:13][CH2:14][N:9]2[N:8]=1)(=O)=O.[F:26][CH:27]([F:37])[O:28][C:29]1[CH:35]=[CH:34][C:32]([NH2:33])=[C:31]([F:36])[CH:30]=1.C([O-])([O-])=O.[Cs+].[Cs+].CN(C=O)C. Product: [F:37][CH:27]([F:26])[O:28][C:29]1[CH:35]=[CH:34][C:32]([NH:33][CH2:6][C:7]2[CH:25]=[C:10]3[C:11](=[O:24])[N:12]([CH2:15][C:16]4[CH:21]=[CH:20][C:19]([O:22][CH3:23])=[CH:18][CH:17]=4)[CH2:13][CH2:14][N:9]3[N:8]=2)=[C:31]([F:36])[CH:30]=1. The catalyst class is: 25. (9) Reactant: [Br:1][C:2]1[C:3]([CH3:9])=[N:4][CH:5]=[C:6]([Br:8])[CH:7]=1.C1C(=O)N([Br:17])C(=O)C1.CC(N=NC(C#N)(C)C)(C#N)C. Product: [Br:1][C:2]1[C:3]([CH2:9][Br:17])=[N:4][CH:5]=[C:6]([Br:8])[CH:7]=1. The catalyst class is: 53.